This data is from Drug-target binding data from BindingDB using IC50 measurements. The task is: Regression. Given a target protein amino acid sequence and a drug SMILES string, predict the binding affinity score between them. We predict pIC50 (pIC50 = -log10(IC50 in M); higher means more potent). Dataset: bindingdb_ic50. The small molecule is CC(C)Oc1ccccc1-c1cccc(C(CC(=O)O)c2nccs2)c1. The target protein sequence is APDQDEIQRLPGLAKQPSFRQYSGYLKGSGSKHLHYWFVESQKDPENSPVVLWLNGGPGCSSLDGLLTEHGPFLVQPDGVTLEYNPYSWNLIANVLYLESPAGVGFSYSDDKFYATNDTEVAQSNFEALQDFFRLFPEYKNNKLFLTGESYAGIYIPTLAVLVMQDPSMNLQGLAVGNGLSSYEQNDNSLVYFAYYHGLLGNRLWSSLQTHCCSQNKCNFYDNKDLECVTNLQEVARIVGNSGLNIYNLYAPCAGGVPSHFRYEKDTVVVQDLGNIFTRLPLKRMWHQALLRSGDKVRMDPPCTNTTAASTYLNNPYVRKALNIPEQLPQWDMCNFLVNLQYRRLYRSMNSQYLKLLSSQKYQILLYNGDVDMACNFMGDEWFVDSLNQKMEVQRRPWLVKYGDSGEQIAGFVKEFSHIAFLTIKGAGHMVPTDKPLAAFTMFSRFLNKQPY. The pIC50 is 6.4.